From a dataset of Forward reaction prediction with 1.9M reactions from USPTO patents (1976-2016). Predict the product of the given reaction. (1) Given the reactants [C:9](O[C:9]([O:11][C:12]([CH3:15])([CH3:14])[CH3:13])=[O:10])([O:11][C:12]([CH3:15])([CH3:14])[CH3:13])=[O:10].[CH2:16]([O:18][C:19](=[O:35])[CH:20]([N:26](CC1C=CC=CC=1)[CH3:27])[C:21]([O:23][CH2:24][CH3:25])=[O:22])[CH3:17].[H][H], predict the reaction product. The product is: [CH2:24]([O:23][C:21](=[O:22])[CH:20]([N:26]([C:9]([O:11][C:12]([CH3:13])([CH3:14])[CH3:15])=[O:10])[CH3:27])[C:19]([O:18][CH2:16][CH3:17])=[O:35])[CH3:25]. (2) Given the reactants [N+:1]([C:4]1[CH:9]=[CH:8][C:7]([C:10]2[S:11][C:12]3[CH:18]=[C:17]([OH:19])[CH:16]=[CH:15][C:13]=3[N:14]=2)=[CH:6][CH:5]=1)([O-:3])=[O:2].[H-].[Na+].[C:22](Cl)(=[O:24])[CH3:23], predict the reaction product. The product is: [C:22]([O:19][C:17]1[CH:16]=[CH:15][C:13]2[N:14]=[C:10]([C:7]3[CH:6]=[CH:5][C:4]([N+:1]([O-:3])=[O:2])=[CH:9][CH:8]=3)[S:11][C:12]=2[CH:18]=1)(=[O:24])[CH3:23]. (3) Given the reactants [NH2:1][C:2]([NH2:4])=[O:3].[NH2:5][C:6]([NH2:8])=[O:7].C=O, predict the reaction product. The product is: [CH2:2]=[O:3].[NH2:5][C:6]([NH2:8])=[O:7].[NH2:1][C:2]([NH2:4])=[O:3]. (4) Given the reactants [C:1]([O:5][C:6](=[O:12])[CH2:7][NH:8][CH:9]([CH3:11])[CH3:10])([CH3:4])([CH3:3])[CH3:2].C(N(CC)CC)C.[C:20]1([S:26](Cl)(=[O:28])=[O:27])[CH:25]=[CH:24][CH:23]=[CH:22][CH:21]=1, predict the reaction product. The product is: [C:1]([O:5][C:6](=[O:12])[CH2:7][N:8]([S:26]([C:20]1[CH:25]=[CH:24][CH:23]=[CH:22][CH:21]=1)(=[O:28])=[O:27])[CH:9]([CH3:10])[CH3:11])([CH3:4])([CH3:3])[CH3:2]. (5) The product is: [N:21]1([CH2:20][CH2:19][O:18][C:11]2[C:12]3[C:17](=[CH:16][CH:15]=[CH:14][CH:13]=3)[C:8]([NH:7][C:5]([C:4]3[CH:3]=[C:2]([C:32]4[CH:33]=[C:34]([CH3:37])[CH:35]=[CH:36][C:31]=4[CH3:30])[CH:29]=[CH:28][CH:27]=3)=[O:6])=[CH:9][CH:10]=2)[CH2:26][CH2:25][O:24][CH2:23][CH2:22]1. Given the reactants Br[C:2]1[CH:3]=[C:4]([CH:27]=[CH:28][CH:29]=1)[C:5]([NH:7][C:8]1[C:17]2[C:12](=[CH:13][CH:14]=[CH:15][CH:16]=2)[C:11]([O:18][CH2:19][CH2:20][N:21]2[CH2:26][CH2:25][O:24][CH2:23][CH2:22]2)=[CH:10][CH:9]=1)=[O:6].[CH3:30][C:31]1[CH:36]=[CH:35][C:34]([CH3:37])=[CH:33][C:32]=1B(O)O, predict the reaction product. (6) Given the reactants [CH3:1][C:2]1[CH:7]=[C:6]([C:8]([F:11])([F:10])[F:9])[O:5][C:4](=O)[CH:3]=1.C([O-])(=O)C.[NH4+:17], predict the reaction product. The product is: [CH3:1][C:2]1[CH:7]=[C:6]([C:8]([F:11])([F:10])[F:9])[NH:17][C:4](=[O:5])[CH:3]=1. (7) Given the reactants C(O[C:6]([N:8]1[CH2:12][C:11](=[N:13][O:14][CH2:15][C:16]2[CH:21]=[CH:20][C:19]([Cl:22])=[C:18]([Cl:23])[CH:17]=2)[CH2:10][C@H:9]1[C:24]([OH:26])=O)=[O:7])(C)(C)C.[N:27]([C:30]1[CH:35]=[CH:34][CH:33]=[C:32]([O:36][CH3:37])[CH:31]=1)=C=O.[CH:38]1([NH2:41])[CH2:40][CH2:39]1, predict the reaction product. The product is: [CH:38]1([NH:41][C:24]([C@@H:9]2[CH2:10][C:11](=[N:13][O:14][CH2:15][C:16]3[CH:21]=[CH:20][C:19]([Cl:22])=[C:18]([Cl:23])[CH:17]=3)[CH2:12][N:8]2[C:6]([NH:27][C:30]2[CH:35]=[CH:34][CH:33]=[C:32]([O:36][CH3:37])[CH:31]=2)=[O:7])=[O:26])[CH2:40][CH2:39]1. (8) Given the reactants COC1C=CC(C[N:8]([C:33]2[S:34][CH:35]=[CH:36][N:37]=2)[S:9]([C:12]2[CH:13]=[CH:14][C:15]3[N:20]([C:21]4[CH:26]=[CH:25][CH:24]=[CH:23][C:22]=4[O:27][CH2:28][CH2:29][O:30][CH3:31])[CH2:19][CH2:18][O:17][C:16]=3[CH:32]=2)(=[O:11])=[O:10])=CC=1.C(O)(C(F)(F)F)=O, predict the reaction product. The product is: [CH3:31][O:30][CH2:29][CH2:28][O:27][C:22]1[CH:23]=[CH:24][CH:25]=[CH:26][C:21]=1[N:20]1[CH2:19][CH2:18][O:17][C:16]2[CH:32]=[C:12]([S:9]([NH:8][C:33]3[S:34][CH:35]=[CH:36][N:37]=3)(=[O:11])=[O:10])[CH:13]=[CH:14][C:15]1=2. (9) Given the reactants [F:1][C:2]1[CH:3]=[C:4]([NH:22][C:23](=[O:29])[O:24][C:25]([CH3:28])([CH3:27])[CH3:26])[CH:5]=[CH:6][C:7]=1[O:8][C:9]1[C:18]2[C:13](=[CH:14][C:15]([OH:21])=[C:16]([O:19][CH3:20])[CH:17]=2)[N:12]=[CH:11][CH:10]=1.C([O-])([O-])=O.[K+].[K+].Br[CH2:37][CH2:38][CH2:39][OH:40], predict the reaction product. The product is: [F:1][C:2]1[CH:3]=[C:4]([NH:22][C:23](=[O:29])[O:24][C:25]([CH3:26])([CH3:28])[CH3:27])[CH:5]=[CH:6][C:7]=1[O:8][C:9]1[C:18]2[C:13](=[CH:14][C:15]([O:21][CH2:37][CH2:38][CH2:39][OH:40])=[C:16]([O:19][CH3:20])[CH:17]=2)[N:12]=[CH:11][CH:10]=1. (10) Given the reactants [H-].[Na+].[I-].[CH3:4][S+](C)(C)=O.[C:9]1([CH2:15][N:16]2[CH2:20][CH:19]=[C:18]([C:21]3[CH:26]=[CH:25][C:24]([C:27]([F:30])([F:29])[F:28])=[CH:23][N:22]=3)[CH2:17]2)[CH:14]=[CH:13][CH:12]=[CH:11][CH:10]=1.[Cl-].[NH4+], predict the reaction product. The product is: [C:9]1([CH2:15][N:16]2[CH2:20][CH:19]3[C:18]([C:21]4[CH:26]=[CH:25][C:24]([C:27]([F:29])([F:30])[F:28])=[CH:23][N:22]=4)([CH2:4]3)[CH2:17]2)[CH:14]=[CH:13][CH:12]=[CH:11][CH:10]=1.